From a dataset of Full USPTO retrosynthesis dataset with 1.9M reactions from patents (1976-2016). Predict the reactants needed to synthesize the given product. (1) Given the product [NH2:15][C:14]1[C:9]([NH:8][C:5]2[CH:6]=[CH:7][C:2]([Cl:1])=[CH:3][CH:4]=2)=[N:10][C:11]([C:24]#[N:25])=[N:12][C:13]=1[N:18]1[CH2:23][CH2:22][O:21][CH2:20][CH2:19]1, predict the reactants needed to synthesize it. The reactants are: [Cl:1][C:2]1[CH:7]=[CH:6][C:5]([NH:8][C:9]2[C:14]([N+:15]([O-])=O)=[C:13]([N:18]3[CH2:23][CH2:22][O:21][CH2:20][CH2:19]3)[N:12]=[C:11]([C:24]#[N:25])[N:10]=2)=[CH:4][CH:3]=1. (2) Given the product [N:15]1([C:13]2[C:12]3[C:7](=[CH:8][CH:9]=[CH:10][CH:11]=3)[N:6]=[C:5]([CH2:4][NH2:1])[N:14]=2)[CH2:16][CH2:17][CH2:18][CH2:19]1, predict the reactants needed to synthesize it. The reactants are: [N:1]([CH2:4][C:5]1[N:14]=[C:13]([N:15]2[CH2:19][CH2:18][CH2:17][CH2:16]2)[C:12]2[C:7](=[CH:8][CH:9]=[CH:10][CH:11]=2)[N:6]=1)=[N+]=[N-].[H][H]. (3) Given the product [C:49]([OH:54])(=[O:53])[C:50]([OH:52])=[O:51].[N:8]1[CH:9]=[CH:10][CH:11]=[CH:12][C:7]=1[N:6]1[C:5]2[CH:13]=[CH:14][CH:15]=[CH:16][C:4]=2[N:3]=[C:2]1[CH:1]=[CH:22][C:18]1[NH:17][CH:21]=[CH:20][N:19]=1, predict the reactants needed to synthesize it. The reactants are: [CH3:1][C:2]1[N:6]([C:7]2[CH:12]=[CH:11][CH:10]=[CH:9][N:8]=2)[C:5]2[CH:13]=[CH:14][CH:15]=[CH:16][C:4]=2[N:3]=1.[NH:17]1[CH:21]=[CH:20][N:19]=[C:18]1[CH:22]=O.Cl.Cl.N1C=CC=CC=1N1C2C=CC=CC=2N=C1/C=C/C1C=CC=CN=1.[C:49]([OH:54])(=[O:53])[C:50]([OH:52])=[O:51]. (4) Given the product [CH:26]([N:23]1[C:21]2[N:22]=[C:17]([O:6][S:3]([C:2]([F:15])([F:14])[F:1])(=[O:5])=[O:4])[CH:18]=[C:19]([C:29]([O:31][CH2:32][CH3:33])=[O:30])[C:20]=2[CH:25]=[N:24]1)([CH3:28])[CH3:27], predict the reactants needed to synthesize it. The reactants are: [F:1][C:2]([F:15])([F:14])[S:3]([O:6]S(C(F)(F)F)(=O)=O)(=[O:5])=[O:4].O[C:17]1[CH:18]=[C:19]([C:29]([O:31][CH2:32][CH3:33])=[O:30])[C:20]2[CH:25]=[N:24][N:23]([CH:26]([CH3:28])[CH3:27])[C:21]=2[N:22]=1.N1C=CC=CC=1.C([O-])(O)=O.[Na+].